Dataset: Forward reaction prediction with 1.9M reactions from USPTO patents (1976-2016). Task: Predict the product of the given reaction. (1) Given the reactants [Cl:1][C:2]1[CH:3]=[CH:4][C:5]([O:29][CH:30]([F:32])[F:31])=[C:6]([C:8]2[C:12]([NH:13][C:14]([C:16]3[CH:17]=[N:18][N:19]4[CH:24]=[CH:23][CH:22]=[N:21][C:20]=34)=[O:15])=[CH:11][N:10]([CH2:25][C:26](O)=[O:27])[N:9]=2)[CH:7]=1.[CH3:33][N:34]([CH3:43])[CH2:35][CH2:36][N:37]1[CH2:42][CH2:41][NH:40][CH2:39][CH2:38]1.CCN(C(C)C)C(C)C.CN(C(ON1N=NC2C=CC=NC1=2)=[N+](C)C)C.F[P-](F)(F)(F)(F)F, predict the reaction product. The product is: [Cl:1][C:2]1[CH:3]=[CH:4][C:5]([O:29][CH:30]([F:32])[F:31])=[C:6]([C:8]2[C:12]([NH:13][C:14]([C:16]3[CH:17]=[N:18][N:19]4[CH:24]=[CH:23][CH:22]=[N:21][C:20]=34)=[O:15])=[CH:11][N:10]([CH2:25][C:26]([N:40]3[CH2:41][CH2:42][N:37]([CH2:36][CH2:35][N:34]([CH3:43])[CH3:33])[CH2:38][CH2:39]3)=[O:27])[N:9]=2)[CH:7]=1. (2) Given the reactants CC(C[AlH]CC(C)C)C.[F:10][C:11]1[CH:16]=[CH:15][C:14]([C:17]2[CH:22]=[CH:21][C:20](/[C:23](/[CH3:30])=[CH:24]/[C:25](OCC)=[O:26])=[CH:19][CH:18]=2)=[CH:13][CH:12]=1, predict the reaction product. The product is: [F:10][C:11]1[CH:12]=[CH:13][C:14]([C:17]2[CH:22]=[CH:21][C:20](/[C:23](/[CH3:30])=[CH:24]/[CH2:25][OH:26])=[CH:19][CH:18]=2)=[CH:15][CH:16]=1. (3) Given the reactants [CH2:1]([O:8][C:9]1[C:10]([O:24][CH3:25])=[CH:11][C:12]([C:18]2[N:22]=[C:21]([CH3:23])[O:20][N:19]=2)=[C:13]([CH:15]([OH:17])[CH3:16])[CH:14]=1)[C:2]1[CH:7]=[CH:6][CH:5]=[CH:4][CH:3]=1.C(N(CC)CC)C.CS(C)=O.O, predict the reaction product. The product is: [CH2:1]([O:8][C:9]1[C:10]([O:24][CH3:25])=[CH:11][C:12]([C:18]2[N:22]=[C:21]([CH3:23])[O:20][N:19]=2)=[C:13]([C:15](=[O:17])[CH3:16])[CH:14]=1)[C:2]1[CH:7]=[CH:6][CH:5]=[CH:4][CH:3]=1. (4) Given the reactants [Cl:1][C:2]1[CH:7]=[CH:6][C:5]([C:8]2[C:9]([O:17][CH:18]3[CH2:21][CH2:20][CH2:19]3)=[N:10][CH:11]=[C:12]([CH:16]=2)[C:13](O)=[O:14])=[CH:4][C:3]=1[CH3:22].[F:23][C:24]([F:33])([F:32])[C:25]1[N:29]=[C:28]([CH2:30][NH2:31])[O:27][N:26]=1, predict the reaction product. The product is: [Cl:1][C:2]1[CH:7]=[CH:6][C:5]([C:8]2[C:9]([O:17][CH:18]3[CH2:21][CH2:20][CH2:19]3)=[N:10][CH:11]=[C:12]([CH:16]=2)[C:13]([NH:31][CH2:30][C:28]2[O:27][N:26]=[C:25]([C:24]([F:33])([F:32])[F:23])[N:29]=2)=[O:14])=[CH:4][C:3]=1[CH3:22]. (5) The product is: [Cl:1][C:2]1[CH:3]=[C:4]([NH:9][CH2:10][C:11]([N:13]2[CH2:18][CH2:17][CH2:16][C@@H:15]([NH:19][C:20]3[C:25]([C:26]([O:28][CH3:29])=[O:27])=[CH:24][N:23]=[C:22]4[NH:30][CH:31]=[CH:32][C:21]=34)[CH2:14]2)=[O:12])[CH:5]=[C:6]([Cl:8])[CH:7]=1. Given the reactants [Cl:1][C:2]1[CH:3]=[C:4]([NH:9][CH2:10][C:11]([N:13]2[CH2:18][CH2:17][CH2:16][C@@H:15]([NH:19][C:20]3[C:25]([C:26]([O:28][CH3:29])=[O:27])=[CH:24][N:23]=[C:22]4[N:30](S(C5C=CC(C)=CC=5)(=O)=O)[CH:31]=[CH:32][C:21]=34)[CH2:14]2)=[O:12])[CH:5]=[C:6]([Cl:8])[CH:7]=1.C([O-])([O-])=O.[Cs+].[Cs+], predict the reaction product. (6) Given the reactants [N:1]([CH2:4][C@H:5]1[CH2:10][CH2:9][CH2:8][CH2:7][C@@H:6]1[NH2:11])=[N+:2]=[N-:3].[CH2:12](N(CC)CC)C.O=[C:20]1[CH2:25][CH2:24][N:23]([CH:26]2[CH2:31][CH2:30][N:29]([C:32]([O:34][C:35]([CH3:38])([CH3:37])[CH3:36])=[O:33])[CH2:28][CH2:27]2)[CH2:22][CH2:21]1.C([BH3-])#N.[Na+], predict the reaction product. The product is: [N:1]([CH2:4][C@H:5]1[CH2:10][CH2:9][CH2:8][CH2:7][C@@H:6]1[NH:11][CH:20]1[CH2:25][CH2:24][N:23]([C:26]2([CH3:12])[CH2:31][CH2:30][N:29]([C:32]([O:34][C:35]([CH3:38])([CH3:37])[CH3:36])=[O:33])[CH2:28][CH2:27]2)[CH2:22][CH2:21]1)=[N+:2]=[N-:3].